This data is from NCI-60 drug combinations with 297,098 pairs across 59 cell lines. The task is: Regression. Given two drug SMILES strings and cell line genomic features, predict the synergy score measuring deviation from expected non-interaction effect. (1) Drug 1: CN1CCC(CC1)COC2=C(C=C3C(=C2)N=CN=C3NC4=C(C=C(C=C4)Br)F)OC. Drug 2: CC1=C(C(CCC1)(C)C)C=CC(=CC=CC(=CC(=O)O)C)C. Cell line: SW-620. Synergy scores: CSS=-0.725, Synergy_ZIP=1.24, Synergy_Bliss=0.0213, Synergy_Loewe=-6.57, Synergy_HSA=-4.38. (2) Drug 1: CN(C)N=NC1=C(NC=N1)C(=O)N. Drug 2: C1=NC(=NC(=O)N1C2C(C(C(O2)CO)O)O)N. Cell line: RXF 393. Synergy scores: CSS=16.9, Synergy_ZIP=-3.57, Synergy_Bliss=0.458, Synergy_Loewe=-47.0, Synergy_HSA=1.06.